Dataset: Catalyst prediction with 721,799 reactions and 888 catalyst types from USPTO. Task: Predict which catalyst facilitates the given reaction. (1) Reactant: Br[C:2]1[CH:3]=[C:4]([O:12][CH3:13])[C:5]([O:10][CH3:11])=[C:6]([O:8][CH3:9])[CH:7]=1.[CH3:14][Si:15]([C:18]#[CH:19])([CH3:17])[CH3:16].C(N(C(C)C)CC)(C)C.[Cl-]. Product: [CH3:14][Si:15]([CH3:17])([CH3:16])[C:18]#[C:19][C:2]1[CH:3]=[C:4]([O:12][CH3:13])[C:5]([O:10][CH3:11])=[C:6]([O:8][CH3:9])[CH:7]=1. The catalyst class is: 4. (2) Reactant: [F:1][C:2]1[CH:7]=[CH:6][CH:5]=[CH:4][C:3]=1[C:8]1[CH:9]=[C:10]([CH2:22][N:23]([CH3:31])[C:24](=[O:30])[O:25][C:26]([CH3:29])([CH3:28])[CH3:27])[S:11][C:12]=1[S:13][C:14]1[CH:19]=[CH:18][CH:17]=[C:16]([O:20][CH3:21])[CH:15]=1.ClC1C=CC=C(C(OO)=[O:40])C=1.S([O-])([O-])(=O)=S.[Na+].[Na+]. Product: [F:1][C:2]1[CH:7]=[CH:6][CH:5]=[CH:4][C:3]=1[C:8]1[CH:9]=[C:10]([CH2:22][N:23]([CH3:31])[C:24](=[O:30])[O:25][C:26]([CH3:28])([CH3:27])[CH3:29])[S:11][C:12]=1[S:13]([C:14]1[CH:19]=[CH:18][CH:17]=[C:16]([O:20][CH3:21])[CH:15]=1)=[O:40]. The catalyst class is: 13. (3) Reactant: [F:1][C:2]1[CH:7]=[CH:6][CH:5]=[CH:4][C:3]=1[C:8]#[C:9][C:10]1[O:14][C:13]([C:15]([OH:17])=O)=[CH:12][CH:11]=1.C(Cl)(=O)C([Cl:21])=O. Product: [F:1][C:2]1[CH:7]=[CH:6][CH:5]=[CH:4][C:3]=1[C:8]#[C:9][C:10]1[O:14][C:13]([C:15]([Cl:21])=[O:17])=[CH:12][CH:11]=1. The catalyst class is: 120. (4) Reactant: [Cl:1][C:2]1[CH:7]=[CH:6][C:5]([C:8]2([CH3:36])[C:12]([C:14]3[CH:19]=[CH:18][C:17]([Cl:20])=[CH:16][CH:15]=3)([CH3:13])[NH:11][C:10]([C:21]3[CH:26]=[CH:25][C:24]([C:27]([CH3:32])([CH3:31])[C:28](=[O:30])[CH3:29])=[CH:23][C:22]=3[O:33][CH2:34][CH3:35])=[N:9]2)=[CH:4][CH:3]=1.[C:37](Cl)([Cl:39])=[O:38]. Product: [Cl:1][C:2]1[CH:7]=[CH:6][C:5]([C:8]2([CH3:36])[C:12]([C:14]3[CH:15]=[CH:16][C:17]([Cl:20])=[CH:18][CH:19]=3)([CH3:13])[N:11]([C:37]([Cl:39])=[O:38])[C:10]([C:21]3[CH:26]=[CH:25][C:24]([C:27]([CH3:32])([CH3:31])[C:28](=[O:30])[CH3:29])=[CH:23][C:22]=3[O:33][CH2:34][CH3:35])=[N:9]2)=[CH:4][CH:3]=1. The catalyst class is: 66. (5) Reactant: [F:1][C:2]([F:16])([F:15])[C:3]1[CH:4]=[CH:5][C:6]2[O:10][CH:9]3[CH2:11][C:8]3([CH2:12][NH2:13])[C:7]=2[CH:14]=1.C[Al](C)C.C[Al](C)C.C1N2CCN(CC2)C1.[CH3:33][C:34]1[N:35]=[CH:36][N:37]([C:39]2[C:48](=[O:49])[N:47]3[C:42]([C:43](=[O:50])[O:44][CH2:45][CH2:46]3)=[CH:41][CH:40]=2)[CH:38]=1. Product: [OH:44][CH2:45][CH2:46][N:47]1[C:48](=[O:49])[C:39]([N:37]2[CH:38]=[C:34]([CH3:33])[N:35]=[CH:36]2)=[CH:40][CH:41]=[C:42]1[C:43]([NH:13][CH2:12][C:8]12[CH2:11][CH:9]1[O:10][C:6]1[CH:5]=[CH:4][C:3]([C:2]([F:15])([F:1])[F:16])=[CH:14][C:7]=12)=[O:50]. The catalyst class is: 7. (6) Reactant: [C:1]([C:3]1[CH:8]=[CH:7][CH:6]=[CH:5][C:4]=1[C:9]1[CH:14]=[CH:13][C:12]([CH2:15][C:16]2[C:17](=[O:42])[N:18]([C@H:28]3[CH2:33][CH2:32][C@H:31]([O:34][CH:35]([CH3:41])[C:36](OCC)=[O:37])[CH2:30][CH2:29]3)[C:19]3[N:20]([N:25]=[CH:26][N:27]=3)[C:21]=2[CH2:22][CH2:23][CH3:24])=[C:11]([F:43])[CH:10]=1)#[N:2].[BH4-].[Li+].[Cl-].[NH4+]. Product: [F:43][C:11]1[CH:10]=[C:9]([C:4]2[C:3]([C:1]#[N:2])=[CH:8][CH:7]=[CH:6][CH:5]=2)[CH:14]=[CH:13][C:12]=1[CH2:15][C:16]1[C:17](=[O:42])[N:18]([C@H:28]2[CH2:33][CH2:32][C@H:31]([O:34][CH:35]([CH3:41])[CH2:36][OH:37])[CH2:30][CH2:29]2)[C:19]2[N:20]([N:25]=[CH:26][N:27]=2)[C:21]=1[CH2:22][CH2:23][CH3:24]. The catalyst class is: 7.